Dataset: Full USPTO retrosynthesis dataset with 1.9M reactions from patents (1976-2016). Task: Predict the reactants needed to synthesize the given product. Given the product [ClH:8].[Cl:8][C:9]1[CH:10]=[C:11]([Cl:39])[C:12]2[C:13]3[CH2:31][CH2:30][NH:29][CH2:28][CH2:27][C:14]=3[N:15]([CH2:18][CH2:19][O:20][C:21]3[CH:26]=[CH:25][CH:24]=[CH:23][CH:22]=3)[C:16]=2[CH:17]=1, predict the reactants needed to synthesize it. The reactants are: C(O)(C(F)(F)F)=O.[Cl:8][C:9]1[CH:10]=[C:11]([Cl:39])[C:12]2[C:13]3[CH2:31][CH2:30][N:29](C(OC(C)(C)C)=O)[CH2:28][CH2:27][C:14]=3[N:15]([CH2:18][CH2:19][O:20][C:21]3[CH:26]=[CH:25][CH:24]=[CH:23][CH:22]=3)[C:16]=2[CH:17]=1.[OH-].[Na+].